This data is from Full USPTO retrosynthesis dataset with 1.9M reactions from patents (1976-2016). The task is: Predict the reactants needed to synthesize the given product. (1) The reactants are: C[O:2][C:3](=[O:13])[CH:4](Br)[C:5]1[CH:10]=[CH:9][C:8]([Br:11])=[CH:7][CH:6]=1.[CH:14]1([SH:19])[CH2:18][CH2:17][CH2:16][CH2:15]1.[NH2:20][C:21]1[S:22][CH:23]=[CH:24][N:25]=1. Given the product [CH:14]1([S:19][CH:4]([C:5]2[CH:10]=[CH:9][C:8]([Br:11])=[CH:7][CH:6]=2)[C:3]([OH:2])=[O:13])[CH2:18][CH2:17][CH2:16][CH2:15]1.[CH:14]1([S:19][CH:4]([C:5]2[CH:6]=[CH:7][C:8]([Br:11])=[CH:9][CH:10]=2)[C:3]([NH:20][C:21]2[S:22][CH:23]=[CH:24][N:25]=2)=[O:13])[CH2:18][CH2:17][CH2:16][CH2:15]1, predict the reactants needed to synthesize it. (2) The reactants are: FC1C=C(F)C=CC=1C1C=C(CN2C(=O)C3=CC=CC=C3C2=O)C(=O)N(CC(C)C)N=1.[C:32]([CH2:35][CH2:36][C:37]1[C:38](=[O:56])[N:39]([CH2:52][CH:53]2[CH2:55][CH2:54]2)[N:40]=[C:41]([C:43]2[CH:48]=[CH:47][C:46]([O:49][CH3:50])=[C:45]([F:51])[CH:44]=2)[CH:42]=1)(O)=[O:33]. Given the product [CH:53]1([CH2:52][N:39]2[C:38](=[O:56])[C:37]([CH2:36][CH2:35][CH2:32][OH:33])=[CH:42][C:41]([C:43]3[CH:48]=[CH:47][C:46]([O:49][CH3:50])=[C:45]([F:51])[CH:44]=3)=[N:40]2)[CH2:55][CH2:54]1, predict the reactants needed to synthesize it. (3) Given the product [N:12]1[S:13][N:14]=[C:15]2[C:20]([CH:21]3[C:3]([C:2]#[N:1])=[C:9]([CH:9]4[CH2:3][CH2:2][NH:1][CH2:11][CH2:10]4)[NH:23][C:24]4=[N:25][NH:26][CH:27]=[C:28]34)=[CH:19][CH:18]=[CH:17][C:16]=12, predict the reactants needed to synthesize it. The reactants are: [NH:1]1[CH2:11][CH2:10][CH2:9][CH:3](C(OCC)=O)[CH2:2]1.[N:12]1[S:13][N:14]=[C:15]2[C:20]([CH:21]=O)=[CH:19][CH:18]=[CH:17][C:16]=12.[NH2:23][C:24]1[CH:28]=[CH:27][NH:26][N:25]=1. (4) The reactants are: [NH2:1][C:2]1[N:7]=[CH:6][N:5]=[C:4]2[N:8]([CH:24]3[CH2:27][N:26](C(OC(C)(C)C)=O)[CH2:25]3)[N:9]=[C:10]([C:11]3[CH:16]=[CH:15][C:14]([O:17][C:18]4[CH:23]=[CH:22][CH:21]=[CH:20][CH:19]=4)=[CH:13][CH:12]=3)[C:3]=12.FC(F)(F)C(O)=O. Given the product [NH:26]1[CH2:25][CH:24]([N:8]2[C:4]3=[N:5][CH:6]=[N:7][C:2]([NH2:1])=[C:3]3[C:10]([C:11]3[CH:12]=[CH:13][C:14]([O:17][C:18]4[CH:23]=[CH:22][CH:21]=[CH:20][CH:19]=4)=[CH:15][CH:16]=3)=[N:9]2)[CH2:27]1, predict the reactants needed to synthesize it. (5) Given the product [CH3:10][O:9][C:7]([C:4]1[S:3][C:2]([N:17]2[CH2:18][CH2:19][N:14]([CH2:13][CH2:12][NH2:11])[CH2:15][CH2:16]2)=[N:6][CH:5]=1)=[O:8], predict the reactants needed to synthesize it. The reactants are: Br[C:2]1[S:3][C:4]([C:7]([O:9][CH3:10])=[O:8])=[CH:5][N:6]=1.[NH2:11][CH2:12][CH2:13][N:14]1[CH2:19][CH2:18][NH:17][CH2:16][CH2:15]1.C(=O)([O-])[O-].[K+].[K+]. (6) Given the product [Br:1][C:2]1[N:7]=[C:6]([N:8]([CH3:39])[C:9](=[O:34])[C:10]2[CH:15]=[CH:14][C:13]([C:16]3[CH2:20][C:19]([C:25]4[CH:26]=[C:27]([Cl:32])[CH:28]=[C:29]([Cl:31])[CH:30]=4)([C:21]([F:23])([F:24])[F:22])[O:18][N:17]=3)=[CH:12][C:11]=2[CH3:33])[CH:5]=[CH:4][CH:3]=1, predict the reactants needed to synthesize it. The reactants are: [Br:1][C:2]1[N:7]=[C:6]([NH:8][C:9](=[O:34])[C:10]2[CH:15]=[CH:14][C:13]([C:16]3[CH2:20][C:19]([C:25]4[CH:30]=[C:29]([Cl:31])[CH:28]=[C:27]([Cl:32])[CH:26]=4)([C:21]([F:24])([F:23])[F:22])[O:18][N:17]=3)=[CH:12][C:11]=2[CH3:33])[CH:5]=[CH:4][CH:3]=1.[H-].[Na+].[H][H].[CH3:39]I.